Dataset: Merck oncology drug combination screen with 23,052 pairs across 39 cell lines. Task: Regression. Given two drug SMILES strings and cell line genomic features, predict the synergy score measuring deviation from expected non-interaction effect. (1) Drug 1: CN(Cc1cnc2nc(N)nc(N)c2n1)c1ccc(C(=O)NC(CCC(=O)O)C(=O)O)cc1. Drug 2: CCN(CC)CCNC(=O)c1c(C)[nH]c(C=C2C(=O)Nc3ccc(F)cc32)c1C. Cell line: ZR751. Synergy scores: synergy=-15.3. (2) Drug 2: CCC1(O)C(=O)OCc2c1cc1n(c2=O)Cc2cc3c(CN(C)C)c(O)ccc3nc2-1. Cell line: DLD1. Synergy scores: synergy=-13.6. Drug 1: CCN(CC)CCNC(=O)c1c(C)[nH]c(C=C2C(=O)Nc3ccc(F)cc32)c1C.